This data is from Peptide-MHC class I binding affinity with 185,985 pairs from IEDB/IMGT. The task is: Regression. Given a peptide amino acid sequence and an MHC pseudo amino acid sequence, predict their binding affinity value. This is MHC class I binding data. (1) The peptide sequence is YIVGANIET. The MHC is HLA-A02:02 with pseudo-sequence HLA-A02:02. The binding affinity (normalized) is 0.405. (2) The peptide sequence is HNFTLVASV. The MHC is HLA-A02:03 with pseudo-sequence HLA-A02:03. The binding affinity (normalized) is 0.0881.